Task: Predict the reaction yield, written as a fraction of the theoretical maximum amount of product (1.0 means a 100% yield; for example, 0.34 means a 34% yield).. Dataset: Reaction yield outcomes from USPTO patents with 853,638 reactions (1) The reactants are [OH:1][CH2:2][C:3]([C:5]1[CH:10]=[CH:9][CH:8]=[CH:7][CH:6]=1)=[O:4].[H-].[Li+].[CH2:13](Cl)[O:14][CH3:15].[NH4+].[Cl-]. The catalyst is CN(C=O)C. The product is [CH3:13][O:14][CH2:15][O:1][CH2:2][C:3]([C:5]1[CH:10]=[CH:9][CH:8]=[CH:7][CH:6]=1)=[O:4]. The yield is 0.450. (2) The reactants are Cl.[O:2]=[C:3]([N:13]1[CH2:18][CH2:17][CH2:16][C@@H:15]([NH:19][C:20]2[CH:25]=[N:24][CH:23]=[C:22]([C:26]3[CH:27]=[N:28][N:29]4[CH:34]=[CH:33][CH:32]=[CH:31][C:30]=34)[N:21]=2)[CH2:14]1)[CH2:4][NH:5]C(=O)OC(C)(C)C. The catalyst is O1CCOCC1.CO. The product is [NH2:5][CH2:4][C:3]([N:13]1[CH2:18][CH2:17][CH2:16][C@@H:15]([NH:19][C:20]2[CH:25]=[N:24][CH:23]=[C:22]([C:26]3[CH:27]=[N:28][N:29]4[CH:34]=[CH:33][CH:32]=[CH:31][C:30]=34)[N:21]=2)[CH2:14]1)=[O:2]. The yield is 0.950. (3) The reactants are [C:1]([O:5][C:6]([NH:8][C:9]1([C:15]([OH:17])=O)[CH2:14][CH2:13][CH2:12][CH2:11][CH2:10]1)=[O:7])([CH3:4])([CH3:3])[CH3:2].Cl.[F:19][C:20]1[CH:31]=[C:30]2[C:23]([NH:24][CH:25]=[C:26]2[CH2:27][CH2:28][NH2:29])=[CH:22][CH:21]=1.C(N(C(C)C)CC)(C)C.F[P-](F)(F)(F)(F)F.N1(OC(N(C)C)=[N+](C)C)C2N=CC=CC=2N=N1. The catalyst is CN(C=O)C. The product is [F:19][C:20]1[CH:31]=[C:30]2[C:23](=[CH:22][CH:21]=1)[NH:24][CH:25]=[C:26]2[CH2:27][CH2:28][NH:29][C:15]([C:9]1([NH:8][C:6](=[O:7])[O:5][C:1]([CH3:2])([CH3:3])[CH3:4])[CH2:10][CH2:11][CH2:12][CH2:13][CH2:14]1)=[O:17]. The yield is 0.800. (4) The yield is 0.300. The product is [CH3:1][O:2][C:3]1[CH:9]=[CH:8][C:7]([C:10]([F:11])([F:12])[F:13])=[CH:6][C:4]=1[NH:5][C:19]([NH:41][C:40]1[CH:42]=[CH:43][C:37]([O:36][C:34]2[CH:33]=[CH:32][N:31]=[C:30]([C:28](=[O:29])[NH:27][CH3:26])[CH:35]=2)=[CH:38][CH:39]=1)=[O:20]. The reactants are [CH3:1][O:2][C:3]1[CH:9]=[CH:8][C:7]([C:10]([F:13])([F:12])[F:11])=[CH:6][C:4]=1[NH2:5].C1N=CN([C:19](N2C=NC=C2)=[O:20])C=1.[CH3:26][NH:27][C:28]([C:30]1[CH:35]=[C:34]([O:36][C:37]2[CH:43]=[CH:42][C:40]([NH2:41])=[CH:39][CH:38]=2)[CH:33]=[CH:32][N:31]=1)=[O:29].O. The catalyst is C(Cl)Cl.